From a dataset of Forward reaction prediction with 1.9M reactions from USPTO patents (1976-2016). Predict the product of the given reaction. Given the reactants [F:1][CH:2]([F:21])[C:3]1[CH:8]=[CH:7][C:6](/[CH:9]=[CH:10]/[C:11]([OH:13])=O)=[C:5]([CH2:14][N:15]2[N:19]=[N:18][C:17]([CH3:20])=[N:16]2)[CH:4]=1.[CH3:22][C:23]1[O:24][C:25]([CH2:28][CH:29]2[CH2:34][CH2:33][NH:32][CH2:31][CH2:30]2)=[N:26][N:27]=1, predict the reaction product. The product is: [F:21][CH:2]([F:1])[C:3]1[CH:8]=[CH:7][C:6](/[CH:9]=[CH:10]/[C:11]([N:32]2[CH2:33][CH2:34][CH:29]([CH2:28][C:25]3[O:24][C:23]([CH3:22])=[N:27][N:26]=3)[CH2:30][CH2:31]2)=[O:13])=[C:5]([CH2:14][N:15]2[N:19]=[N:18][C:17]([CH3:20])=[N:16]2)[CH:4]=1.